From a dataset of NCI-60 drug combinations with 297,098 pairs across 59 cell lines. Regression. Given two drug SMILES strings and cell line genomic features, predict the synergy score measuring deviation from expected non-interaction effect. (1) Drug 1: CC(CN1CC(=O)NC(=O)C1)N2CC(=O)NC(=O)C2. Drug 2: CCCCC(=O)OCC(=O)C1(CC(C2=C(C1)C(=C3C(=C2O)C(=O)C4=C(C3=O)C=CC=C4OC)O)OC5CC(C(C(O5)C)O)NC(=O)C(F)(F)F)O. Cell line: HS 578T. Synergy scores: CSS=11.4, Synergy_ZIP=-1.64, Synergy_Bliss=0.332, Synergy_Loewe=0.969, Synergy_HSA=0.164. (2) Drug 1: C1CC(=O)NC(=O)C1N2CC3=C(C2=O)C=CC=C3N. Drug 2: CC1=C(C(CCC1)(C)C)C=CC(=CC=CC(=CC(=O)O)C)C. Cell line: EKVX. Synergy scores: CSS=-0.924, Synergy_ZIP=-0.118, Synergy_Bliss=-2.50, Synergy_Loewe=-3.95, Synergy_HSA=-5.02. (3) Drug 1: C1=NC2=C(N=C(N=C2N1C3C(C(C(O3)CO)O)O)F)N. Drug 2: C(CCl)NC(=O)N(CCCl)N=O. Cell line: HOP-62. Synergy scores: CSS=25.9, Synergy_ZIP=-4.04, Synergy_Bliss=-1.41, Synergy_Loewe=-15.8, Synergy_HSA=-4.05. (4) Drug 1: CCN(CC)CCNC(=O)C1=C(NC(=C1C)C=C2C3=C(C=CC(=C3)F)NC2=O)C. Drug 2: N.N.Cl[Pt+2]Cl. Cell line: SF-539. Synergy scores: CSS=47.9, Synergy_ZIP=-7.43, Synergy_Bliss=-6.31, Synergy_Loewe=-1.33, Synergy_HSA=-0.421. (5) Drug 1: CC=C1C(=O)NC(C(=O)OC2CC(=O)NC(C(=O)NC(CSSCCC=C2)C(=O)N1)C(C)C)C(C)C. Drug 2: CN(CC1=CN=C2C(=N1)C(=NC(=N2)N)N)C3=CC=C(C=C3)C(=O)NC(CCC(=O)O)C(=O)O. Cell line: HT29. Synergy scores: CSS=30.6, Synergy_ZIP=-1.10, Synergy_Bliss=4.31, Synergy_Loewe=-2.50, Synergy_HSA=3.81. (6) Drug 1: C1=NC2=C(N1)C(=S)N=C(N2)N. Drug 2: C1=NNC2=C1C(=O)NC=N2. Cell line: COLO 205. Synergy scores: CSS=14.7, Synergy_ZIP=1.04, Synergy_Bliss=1.59, Synergy_Loewe=-44.3, Synergy_HSA=-2.56.